From a dataset of Catalyst prediction with 721,799 reactions and 888 catalyst types from USPTO. Predict which catalyst facilitates the given reaction. Reactant: [Cl:1][C:2]1[CH:7]=[CH:6][C:5]([NH:8][C:9]([NH:11][C:12]2[N:13]=[C:14]([C:21]([OH:23])=O)[N:15]([CH2:17][CH:18]3[CH2:20][CH2:19]3)[CH:16]=2)=[O:10])=[C:4]([CH3:24])[CH:3]=1.CN(C(ON1N=NC2C=CC=CC1=2)=[N+](C)C)C.F[P-](F)(F)(F)(F)F.C(N(CC)CC)C.[N:56]1([CH2:62][CH2:63][CH2:64][NH2:65])[CH2:61][CH2:60][O:59][CH2:58][CH2:57]1. Product: [Cl:1][C:2]1[CH:7]=[CH:6][C:5]([NH:8][C:9]([NH:11][C:12]2[N:13]=[C:14]([C:21]([NH:65][CH2:64][CH2:63][CH2:62][N:56]3[CH2:61][CH2:60][O:59][CH2:58][CH2:57]3)=[O:23])[N:15]([CH2:17][CH:18]3[CH2:20][CH2:19]3)[CH:16]=2)=[O:10])=[C:4]([CH3:24])[CH:3]=1. The catalyst class is: 3.